Dataset: B-cell epitopes from IEDB database with 3,159 antigens for binding position prediction. Task: Token-level Classification. Given an antigen amino acid sequence, predict which amino acid positions are active epitope sites capable of antibody binding. Output is a list of indices for active positions. (1) Given the antigen sequence: MRLIKMKIKTLCVSSALAALMLSAPLTWADAPVEDISAQPQPTKTTVSPSETPETAIPTAPVSLPTTQTDLTVTHRLARLEQQLNNIINMNLPQQISDLQQRLAQVRGQLQVQERNLELLNNQQRSFYRDLDQRITQLKNLNSNNSDSSNDNSASSSQKPSSGDTSNTNNIQLQDSNTYRQALDLLTKKQYDKAQASFQNYLNDYPNGSYVANAHYWLGEIYLQQKDRKNAAHEFQTVRDKFPKSEKVLDAKLKLAIIDAEDGKIKQAKEELTEIKKQHPESTAAQLANIRLQQLEEVDSATTTP, which amino acid positions are active epitope sites? The epitope positions are: [184, 185, 186, 187, 188, 189, 190, 191, 192, 193, 194, 195, 196, 197, 198]. The amino acids at these positions are: LLTKKQYDKAQASFQ. (2) Given the antigen sequence: GAGQSSPATGSQNQSGNTGSIINNYYMQQYQNSMDTQLGDNATSGGSNEGXTDTTSTHTTNTQNNDWFSKLASSAFSGLXGALLADKKTEETTLLEDRILTTRNGHTTSTTQSSVGVTYGYATAEDFVSGPNTSGLETRVAQAERFFKTHLFDWVTSDPFGRCHLLELPTDHKGVYGSLTDSYAYMRNGWDVEVTAVGNQFNGGCLLVAMVPELCSIQKRELYQLTLFPHQFINPRTNMTAHITVPFVGVNRYDQYKVHKPWTLVVMVVAPLTVNSEGAPQIKVYANIAPTNVHVAGEFPSKEGIFPVACSDGYGGLVTTDPKTADPAYGKVFNPPRNMLPGRFTNFLDVAEACPTFLRFEGGVPYVTTKTDSDRVLAQFDLSLAAKHMSNTFLAGLAQYYTQYSGTINLHFMFTGPTDAKARYMIAYAPPGMEPPKTPEAAAHCIHAEWDTGLNSKFTFSIPYLSAADYAYTASDTAETTNVQGWVCLFQITHGKADGD..., which amino acid positions are active epitope sites? The epitope positions are: [663, 664, 665, 666, 667, 668, 669, 670, 671, 672, 673, 674, 675, 676, 677, 678, 679, 680, 681, 682]. The amino acids at these positions are: VANVRGDLQVLAQKAARALP.